From a dataset of Full USPTO retrosynthesis dataset with 1.9M reactions from patents (1976-2016). Predict the reactants needed to synthesize the given product. Given the product [ClH:35].[NH:8]1[CH2:9][CH:10]([CH:12]([NH:14][C:15]([C:17]2[C:25]3[C:20](=[N:21][CH:22]=[C:23]([C:26]4[C:34]5[C:29](=[CH:30][C:31]([Cl:35])=[CH:32][CH:33]=5)[N:28]([CH3:36])[N:27]=4)[N:24]=3)[N:19]([CH2:37][O:38][CH2:39][CH2:40][Si:41]([CH3:42])([CH3:44])[CH3:43])[CH:18]=2)=[O:16])[CH3:13])[CH2:11]1, predict the reactants needed to synthesize it. The reactants are: C(OC([N:8]1[CH2:11][CH:10]([CH:12]([NH:14][C:15]([C:17]2[C:25]3[C:20](=[N:21][CH:22]=[C:23]([C:26]4[C:34]5[C:29](=[CH:30][C:31]([Cl:35])=[CH:32][CH:33]=5)[N:28]([CH3:36])[N:27]=4)[N:24]=3)[N:19]([CH2:37][O:38][CH2:39][CH2:40][Si:41]([CH3:44])([CH3:43])[CH3:42])[CH:18]=2)=[O:16])[CH3:13])[CH2:9]1)=O)(C)(C)C.C(Cl)(=O)C.